From a dataset of Reaction yield outcomes from USPTO patents with 853,638 reactions. Predict the reaction yield, written as a fraction of the theoretical maximum amount of product (1.0 means a 100% yield; for example, 0.34 means a 34% yield). The reactants are [C:1](OC(=O)C)(=[O:3])[CH3:2].Cl.[CH3:9][CH:10]1[CH2:16][CH2:15][NH:14][CH2:13][CH2:12][C:11]1=[O:17].N1C=CC=CC=1. The catalyst is C(Cl)Cl. The product is [C:1]([N:14]1[CH2:15][CH2:16][CH:10]([CH3:9])[C:11](=[O:17])[CH2:12][CH2:13]1)(=[O:3])[CH3:2]. The yield is 0.420.